From a dataset of Reaction yield outcomes from USPTO patents with 853,638 reactions. Predict the reaction yield, written as a fraction of the theoretical maximum amount of product (1.0 means a 100% yield; for example, 0.34 means a 34% yield). (1) The reactants are [NH2:1][CH2:2][CH2:3][N:4](C)[C:5]([C:7]1[N:8]=[C:9]([CH3:19])[S:10][C:11]=1[C:12]1[CH:17]=[CH:16][C:15]([F:18])=[CH:14][CH:13]=1)=[O:6].C(N(CC)CC)C.Cl[C:29]1[O:30][C:31]2[CH:37]=[CH:36][CH:35]=[CH:34][C:32]=2[N:33]=1. The catalyst is C1COCC1. The product is [O:30]1[C:31]2[CH:37]=[CH:36][CH:35]=[CH:34][C:32]=2[N:33]=[C:29]1[NH:1][CH2:2][CH2:3][NH:4][C:5]([C:7]1[N:8]=[C:9]([CH3:19])[S:10][C:11]=1[C:12]1[CH:13]=[CH:14][C:15]([F:18])=[CH:16][CH:17]=1)=[O:6]. The yield is 0.580. (2) The reactants are [NH2:1][C@@H:2]1[C:10]2[C:5](=[CH:6][CH:7]=[CH:8][CH:9]=2)[CH2:4][C@@H:3]1[OH:11].[C:12]([O:16][C:17](O[C:17]([O:16][C:12]([CH3:15])([CH3:14])[CH3:13])=[O:18])=[O:18])([CH3:15])([CH3:14])[CH3:13]. The catalyst is C(Cl)Cl. The product is [OH:11][C@H:3]1[CH2:4][C:5]2[C:10](=[CH:9][CH:8]=[CH:7][CH:6]=2)[C@H:2]1[NH:1][C:17](=[O:18])[O:16][C:12]([CH3:15])([CH3:14])[CH3:13]. The yield is 1.00.